Dataset: CYP2C19 inhibition data for predicting drug metabolism from PubChem BioAssay. Task: Regression/Classification. Given a drug SMILES string, predict its absorption, distribution, metabolism, or excretion properties. Task type varies by dataset: regression for continuous measurements (e.g., permeability, clearance, half-life) or binary classification for categorical outcomes (e.g., BBB penetration, CYP inhibition). Dataset: cyp2c19_veith. (1) The drug is O=C(CN1CCN(S(=O)(=O)c2ccc(Cl)cc2)CC1)Nc1ccc2c(c1)OCO2. The result is 1 (inhibitor). (2) The molecule is Cc1ccc(NC(=O)CC2CS(=O)(=O)CC2CC(=O)Nc2ccc(C)c(C)c2)cc1C. The result is 0 (non-inhibitor). (3) The molecule is COC(=O)CC1C(=O)NCCN1C(=O)Nc1ccc(Cl)cc1. The result is 0 (non-inhibitor). (4) The molecule is CCN(CC)C(=O)C(=O)N/N=C/c1cccs1. The result is 0 (non-inhibitor). (5) The drug is COCC(=O)N1CCC[C@@]2(CCN(Cc3cc(C(F)(F)F)cc(C(F)(F)F)c3)C2)C1. The result is 0 (non-inhibitor). (6) The drug is COc1ccc(C(=O)N2CCC3(CCN(Cc4ccncc4)CC3)CC2)cc1. The result is 0 (non-inhibitor). (7) The molecule is Cn1nc(C(F)(F)F)c2cc(-c3nnc(C(C)(C)C)o3)sc21. The result is 0 (non-inhibitor).